This data is from Retrosynthesis with 50K atom-mapped reactions and 10 reaction types from USPTO. The task is: Predict the reactants needed to synthesize the given product. (1) Given the product N#CC1(NC(=O)[C@@H]2C[C@@H](S(=O)(=O)c3ccc(-c4ccnc(Cl)c4)cc3Cl)C[C@H]2C(=O)N2CCC(F)(F)C2)CC1, predict the reactants needed to synthesize it. The reactants are: N#CC1(NC(=O)[C@@H]2C[C@@H](S(=O)(=O)c3ccc(Br)cc3Cl)C[C@H]2C(=O)N2CCC(F)(F)C2)CC1.OB(O)c1ccnc(Cl)c1. (2) The reactants are: CC(C)CN([C@H](CO)CCCCNC(=O)[C@@H](N)Cc1ccc2ccccc2c1)S(=O)(=O)c1ccc(N)cc1.O=C(Cl)N1CCOCC1. Given the product CC(C)CN([C@H](CO)CCCCNC(=O)[C@H](Cc1ccc2ccccc2c1)NC(=O)N1CCOCC1)S(=O)(=O)c1ccc(N)cc1, predict the reactants needed to synthesize it. (3) Given the product C=CC(=O)NCc1cc([N+](=O)[O-])ccc1C, predict the reactants needed to synthesize it. The reactants are: C=CC(N)=O.C=O.Cc1ccc([N+](=O)[O-])cc1. (4) Given the product CCc1cccc(Nc2ncnc3cc(OCCOC)c(OCCOC)cc23)c1, predict the reactants needed to synthesize it. The reactants are: CCc1cccc(N)c1.COCCOc1cc2ncnc(Cl)c2cc1OCCOC.